This data is from Tox21: 12 toxicity assays (nuclear receptors and stress response pathways). The task is: Binary classification across 12 toxicity assays. (1) It tested positive (active) for: NR-AhR (Aryl hydrocarbon Receptor agonist activity), and SR-ARE (Antioxidant Response Element (oxidative stress)). The molecule is COc1ccccc1NC(=O)CC(C)=O. (2) The compound is Cc1cc(C)c(C=C2C(=O)Nc3ccccc32)[nH]1. It tested positive (active) for: NR-AhR (Aryl hydrocarbon Receptor agonist activity), SR-ARE (Antioxidant Response Element (oxidative stress)), and SR-MMP (Mitochondrial Membrane Potential disruption).